This data is from Forward reaction prediction with 1.9M reactions from USPTO patents (1976-2016). The task is: Predict the product of the given reaction. (1) Given the reactants Cl[C:2]1[CH:3]=[CH:4][C:5]2[C:15]3[C:10](=[C:11]([NH:16][C:17](=[O:19])[CH3:18])[N:12]=[CH:13][CH:14]=3)[CH2:9][O:8][C:6]=2[CH:7]=1.[OH:20][CH2:21][C@@H:22]([N:27]1[C:35](=[O:36])[C:34]2[C:29](=[CH:30][CH:31]=[CH:32][CH:33]=2)[C:28]1=[O:37])[CH2:23][CH:24]([CH3:26])[CH3:25].C(P(C(C)(C)C)C1(C(C)C)CC(C(C)C)=CC(C(C)C)=C1C1C=CC=CC=1)(C)(C)C.C(=O)([O-])[O-].[Cs+].[Cs+], predict the reaction product. The product is: [O:37]=[C:28]1[C:29]2[C:34](=[CH:33][CH:32]=[CH:31][CH:30]=2)[C:35](=[O:36])[N:27]1[C@@H:22]([CH2:23][CH:24]([CH3:26])[CH3:25])[CH2:21][O:20][C:2]1[CH:3]=[CH:4][C:5]2[C:15]3[C:10](=[C:11]([NH:16][C:17](=[O:19])[CH3:18])[N:12]=[CH:13][CH:14]=3)[CH2:9][O:8][C:6]=2[CH:7]=1. (2) Given the reactants [O:1]=[C:2]1[NH:6][C:5]2[CH:7]=[CH:8][C:9]([C:11]#[N:12])=[CH:10][C:4]=2[N:3]1[CH:13]([C:30]1[CH:35]=[CH:34][CH:33]=[CH:32][CH:31]=1)[C:14](=[O:29])[N:15]1[CH2:19][CH2:18][C@H:17]([N:20]2[CH2:25][CH2:24][N:23]([CH2:26][CH2:27][CH3:28])[CH2:22][CH2:21]2)[CH2:16]1.[CH3:36][O:37][C:38]1[CH:43]=[CH:42][CH:41]=[CH:40][C:39]=1[S:44](Cl)(=[O:46])=[O:45].C(Cl)Cl, predict the reaction product. The product is: [CH3:36][O:37][C:38]1[CH:43]=[CH:42][CH:41]=[CH:40][C:39]=1[S:44]([N:6]1[C:5]2[CH:7]=[CH:8][C:9]([C:11]#[N:12])=[CH:10][C:4]=2[N:3]([CH:13]([C:30]2[CH:31]=[CH:32][CH:33]=[CH:34][CH:35]=2)[C:14](=[O:29])[N:15]2[CH2:19][CH2:18][C@H:17]([N:20]3[CH2:21][CH2:22][N:23]([CH2:26][CH2:27][CH3:28])[CH2:24][CH2:25]3)[CH2:16]2)[C:2]1=[O:1])(=[O:46])=[O:45]. (3) Given the reactants [NH2:1][C:2]1[N:7]=[CH:6][C:5]([O:8][C:9]2[CH:10]=[C:11]([NH:15][C:16]([C:18]3[CH:23]=[CH:22][CH:21]=[C:20](C)[N:19]=3)=[O:17])[CH:12]=[CH:13][CH:14]=2)=[CH:4][CH:3]=1.[C:25]1([CH3:35])[CH:30]=[CH:29][C:28]([S:31](Cl)(=[O:33])=[O:32])=[CH:27][CH:26]=1.N1C=CC=C[CH:37]=1, predict the reaction product. The product is: [CH3:37][C:23]1[C:18]([C:16]([NH:15][C:11]2[CH:12]=[CH:13][CH:14]=[C:9]([O:8][C:5]3[CH:6]=[N:7][C:2]([NH:1][S:31]([C:28]4[CH:29]=[CH:30][C:25]([CH3:35])=[CH:26][CH:27]=4)(=[O:33])=[O:32])=[CH:3][CH:4]=3)[CH:10]=2)=[O:17])=[N:19][CH:20]=[CH:21][CH:22]=1. (4) Given the reactants [Si:1]([O:18][CH2:19][C:20]1[C:25]([N:26]2[CH2:31][C@H:30]([CH3:32])[O:29][C@H:28]([CH3:33])[CH2:27]2)=[C:24]([Cl:34])[C:23]([F:35])=[CH:22][N:21]=1)([C:14]([CH3:17])([CH3:16])[CH3:15])([C:8]1[CH:13]=[CH:12][CH:11]=[CH:10][CH:9]=1)[C:2]1[CH:7]=[CH:6][CH:5]=[CH:4][CH:3]=1.CON(C)[C:39]([C:41]1[S:42][CH:43]=[CH:44][N:45]=1)=[O:40], predict the reaction product. The product is: [Si:1]([O:18][CH2:19][C:20]1[N:21]=[C:22]([C:39]([C:41]2[S:42][CH:43]=[CH:44][N:45]=2)=[O:40])[C:23]([F:35])=[C:24]([Cl:34])[C:25]=1[N:26]1[CH2:31][C@H:30]([CH3:32])[O:29][C@H:28]([CH3:33])[CH2:27]1)([C:14]([CH3:17])([CH3:15])[CH3:16])([C:8]1[CH:13]=[CH:12][CH:11]=[CH:10][CH:9]=1)[C:2]1[CH:3]=[CH:4][CH:5]=[CH:6][CH:7]=1. (5) Given the reactants Br[C:2]1[C:3]([C:15]2[CH:20]=[CH:19][CH:18]=[CH:17][CH:16]=2)=[CH:4][C:5]2[N:10]([CH2:11][CH3:12])[C:9](=[O:13])[CH2:8][O:7][C:6]=2[N:14]=1.CC1(C)C(C)(C)OB([C:29]2[CH:43]=[CH:42][C:32]([CH2:33][NH:34][C:35](=[O:41])[O:36][C:37]([CH3:40])([CH3:39])[CH3:38])=[CH:31][CH:30]=2)O1.C(=O)([O-])[O-].[Cs+].[Cs+], predict the reaction product. The product is: [CH2:11]([N:10]1[C:9](=[O:13])[CH2:8][O:7][C:6]2[N:14]=[C:2]([C:29]3[CH:43]=[CH:42][C:32]([CH2:33][NH:34][C:35](=[O:41])[O:36][C:37]([CH3:38])([CH3:39])[CH3:40])=[CH:31][CH:30]=3)[C:3]([C:15]3[CH:20]=[CH:19][CH:18]=[CH:17][CH:16]=3)=[CH:4][C:5]1=2)[CH3:12]. (6) The product is: [Br:22][CH2:21][C:20]([NH:10][C:2]1[CH:3]=[CH:4][N:5]=[CH:6][N:1]=1)=[O:23]. Given the reactants [NH2:1][C:2]1C=[CH:6][N:5]=[CH:4][CH:3]=1.C([N:10](CC)CC)C.[Br:22][CH2:21][C:20](O[C:20](=[O:23])[CH2:21][Br:22])=[O:23], predict the reaction product. (7) Given the reactants Br[CH2:2][CH:3]([CH2:6][CH3:7])[CH2:4][CH3:5].[Br:8][C:9]1[CH:10]=[C:11]2[C:15](=[CH:16][CH:17]=1)[NH:14][CH:13]=[CH:12]2, predict the reaction product. The product is: [Br:8][C:9]1[CH:10]=[C:11]2[C:15](=[CH:16][CH:17]=1)[N:14]([CH2:2][CH:3]([CH2:6][CH3:7])[CH2:4][CH3:5])[CH:13]=[CH:12]2.